This data is from Forward reaction prediction with 1.9M reactions from USPTO patents (1976-2016). The task is: Predict the product of the given reaction. The product is: [C:40]([O:44][C:45]([N:47]1[CH2:52][CH2:51][CH:50]([N:12]2[CH:13]=[C:14]([C:15]3[CH:20]=[CH:19][N:18]=[CH:17][CH:16]=3)[C:10]([C:6]3[CH:7]=[CH:8][CH:9]=[C:4]([N+:1]([O-:3])=[O:2])[CH:5]=3)=[N:11]2)[CH2:49][CH2:48]1)=[O:46])([CH3:43])([CH3:41])[CH3:42]. Given the reactants [N+:1]([C:4]1[CH:5]=[C:6]([C:10]2[C:14]([C:15]3[CH:20]=[CH:19][N:18]=[CH:17][CH:16]=3)=[CH:13][NH:12][N:11]=2)[CH:7]=[CH:8][CH:9]=1)([O-:3])=[O:2].C1(P(C2C=CC=CC=2)C2C=CC=CC=2)C=CC=CC=1.[C:40]([O:44][C:45]([N:47]1[CH2:52][CH2:51][CH:50](O)[CH2:49][CH2:48]1)=[O:46])([CH3:43])([CH3:42])[CH3:41].CCOC(/N=N/C(OCC)=O)=O.C1(P(=O)(C2C=CC=CC=2)C2C=CC=CC=2)C=CC=CC=1, predict the reaction product.